This data is from Reaction yield outcomes from USPTO patents with 853,638 reactions. The task is: Predict the reaction yield, written as a fraction of the theoretical maximum amount of product (1.0 means a 100% yield; for example, 0.34 means a 34% yield). The reactants are CCN(C(C)C)C(C)C.Cl.[NH2:11][CH2:12][C:13]([N:15]1[CH2:20][CH2:19][N:18]([C:21](=[O:32])[C:22]2[CH:27]=[CH:26][CH:25]=[CH:24][C:23]=2[C:28]([F:31])([F:30])[F:29])[CH2:17][CH2:16]1)=[O:14].C1C=CC2N(O)N=NC=2C=1.CCN=C=NCCCN(C)C.[CH2:54]([O:61][C:62]1[CH:70]=[CH:69][C:65]([C:66](O)=[O:67])=[CH:64][N:63]=1)[C:55]1[CH:60]=[CH:59][CH:58]=[CH:57][CH:56]=1. The catalyst is CN(C=O)C.O. The product is [CH2:54]([O:61][C:62]1[CH:70]=[CH:69][C:65]([C:66]([NH:11][CH2:12][C:13](=[O:14])[N:15]2[CH2:16][CH2:17][N:18]([C:21](=[O:32])[C:22]3[CH:27]=[CH:26][CH:25]=[CH:24][C:23]=3[C:28]([F:31])([F:29])[F:30])[CH2:19][CH2:20]2)=[O:67])=[CH:64][N:63]=1)[C:55]1[CH:56]=[CH:57][CH:58]=[CH:59][CH:60]=1. The yield is 0.453.